Dataset: Forward reaction prediction with 1.9M reactions from USPTO patents (1976-2016). Task: Predict the product of the given reaction. (1) Given the reactants [F:1][C:2]([F:18])([F:17])[C:3]1[CH:8]=[CH:7][C:6]([C:9]2[O:13][N:12]=[CH:11][C:10]=2[C:14]([OH:16])=O)=[CH:5][CH:4]=1.C(O)(=O)C(O)=O.[Cl:25][C:26]1[CH:31]=[CH:30][C:29]([CH:32]2[CH2:36][CH2:35][NH:34][CH2:33]2)=[CH:28][CH:27]=1, predict the reaction product. The product is: [Cl:25][C:26]1[CH:27]=[CH:28][C:29]([CH:32]2[CH2:36][CH2:35][N:34]([C:14]([C:10]3[CH:11]=[N:12][O:13][C:9]=3[C:6]3[CH:5]=[CH:4][C:3]([C:2]([F:1])([F:18])[F:17])=[CH:8][CH:7]=3)=[O:16])[CH2:33]2)=[CH:30][CH:31]=1. (2) Given the reactants [NH:1]([C:3]1[CH:11]=[CH:10][C:6]([C:7]([OH:9])=[O:8])=[CH:5][CH:4]=1)[NH2:2].C(=O)([O-])[O-].[Cs+].[Cs+].F[C:19]1[CH:26]=[CH:25][C:24]([I:27])=[CH:23][C:20]=1[CH:21]=O.C(O)(=O)CC(CC(O)=O)(C(O)=O)O, predict the reaction product. The product is: [I:27][C:24]1[CH:23]=[C:20]2[C:19](=[CH:26][CH:25]=1)[N:1]([C:3]1[CH:4]=[CH:5][C:6]([C:7]([OH:9])=[O:8])=[CH:10][CH:11]=1)[N:2]=[CH:21]2.